Task: Predict the reactants needed to synthesize the given product.. Dataset: Full USPTO retrosynthesis dataset with 1.9M reactions from patents (1976-2016) The reactants are: [C:1]([C:4]1[CH:9]=[CH:8][CH:7]=[CH:6][CH:5]=1)(=[O:3])[CH3:2].[C:10](OCC)(=[O:16])[C:11]([O:13][CH2:14][CH3:15])=[O:12].[H-].[Na+]. Given the product [CH2:14]([O:13][C:11](=[O:12])[C:10](=[O:16])[CH2:2][C:1](=[O:3])[C:4]1[CH:9]=[CH:8][CH:7]=[CH:6][CH:5]=1)[CH3:15], predict the reactants needed to synthesize it.